This data is from NCI-60 drug combinations with 297,098 pairs across 59 cell lines. The task is: Regression. Given two drug SMILES strings and cell line genomic features, predict the synergy score measuring deviation from expected non-interaction effect. (1) Drug 1: CC1=C(C=C(C=C1)NC(=O)C2=CC=C(C=C2)CN3CCN(CC3)C)NC4=NC=CC(=N4)C5=CN=CC=C5. Drug 2: CC1C(C(CC(O1)OC2CC(CC3=C2C(=C4C(=C3O)C(=O)C5=CC=CC=C5C4=O)O)(C(=O)C)O)N)O. Cell line: CAKI-1. Synergy scores: CSS=38.3, Synergy_ZIP=4.60, Synergy_Bliss=4.46, Synergy_Loewe=-38.0, Synergy_HSA=0.0895. (2) Drug 1: C1CN1P(=S)(N2CC2)N3CC3. Drug 2: CN(C(=O)NC(C=O)C(C(C(CO)O)O)O)N=O. Cell line: EKVX. Synergy scores: CSS=0.904, Synergy_ZIP=-3.27, Synergy_Bliss=-4.80, Synergy_Loewe=-3.23, Synergy_HSA=-3.06. (3) Drug 1: C(CCl)NC(=O)N(CCCl)N=O. Drug 2: CC1C(C(CC(O1)OC2CC(CC3=C2C(=C4C(=C3O)C(=O)C5=CC=CC=C5C4=O)O)(C(=O)C)O)N)O. Cell line: UACC62. Synergy scores: CSS=65.7, Synergy_ZIP=-9.20, Synergy_Bliss=-5.86, Synergy_Loewe=-2.84, Synergy_HSA=-1.75. (4) Drug 1: C#CCC(CC1=CN=C2C(=N1)C(=NC(=N2)N)N)C3=CC=C(C=C3)C(=O)NC(CCC(=O)O)C(=O)O. Drug 2: C1C(C(OC1N2C=NC3=C2NC=NCC3O)CO)O. Cell line: U251. Synergy scores: CSS=0.594, Synergy_ZIP=2.04, Synergy_Bliss=4.65, Synergy_Loewe=1.48, Synergy_HSA=1.11. (5) Drug 1: C1=CC(=CC=C1C#N)C(C2=CC=C(C=C2)C#N)N3C=NC=N3. Drug 2: CC1=C(C(=CC=C1)Cl)NC(=O)C2=CN=C(S2)NC3=CC(=NC(=N3)C)N4CCN(CC4)CCO. Cell line: T-47D. Synergy scores: CSS=-9.06, Synergy_ZIP=5.04, Synergy_Bliss=3.75, Synergy_Loewe=-9.67, Synergy_HSA=-8.75. (6) Drug 1: CCCS(=O)(=O)NC1=C(C(=C(C=C1)F)C(=O)C2=CNC3=C2C=C(C=N3)C4=CC=C(C=C4)Cl)F. Drug 2: CC12CCC3C(C1CCC2O)C(CC4=C3C=CC(=C4)O)CCCCCCCCCS(=O)CCCC(C(F)(F)F)(F)F. Cell line: SNB-75. Synergy scores: CSS=0.0735, Synergy_ZIP=0.476, Synergy_Bliss=-0.523, Synergy_Loewe=-0.956, Synergy_HSA=-1.98.